Task: Predict the reaction yield, written as a fraction of the theoretical maximum amount of product (1.0 means a 100% yield; for example, 0.34 means a 34% yield).. Dataset: Reaction yield outcomes from USPTO patents with 853,638 reactions The catalyst is CO. The product is [CH:18]1([CH2:17][S:14]([CH:11]2[CH2:12][CH2:13][C:8]([CH2:7][NH:6][C:4](=[O:5])[C:3]3[CH:25]=[CH:26][C:27]([C:29]([F:32])([F:31])[F:30])=[N:28][C:2]=3[O:34][CH3:33])([CH2:21][CH:22]3[CH2:24][CH2:23]3)[CH2:9][CH2:10]2)(=[O:16])=[O:15])[CH2:20][CH2:19]1. The yield is 0.950. The reactants are Cl[C:2]1[N:28]=[C:27]([C:29]([F:32])([F:31])[F:30])[CH:26]=[CH:25][C:3]=1[C:4]([NH:6][CH2:7][C:8]1([CH2:21][CH:22]2[CH2:24][CH2:23]2)[CH2:13][CH2:12][CH:11]([S:14]([CH2:17][CH:18]2[CH2:20][CH2:19]2)(=[O:16])=[O:15])[CH2:10][CH2:9]1)=[O:5].[CH3:33][O-:34].[Na+].O.